The task is: Predict which catalyst facilitates the given reaction.. This data is from Catalyst prediction with 721,799 reactions and 888 catalyst types from USPTO. (1) Reactant: [Cl:1][C:2]1[CH:3]=[C:4]2[C:9](=[CH:10][C:11]=1[O:12][C:13]1[CH:18]=[CH:17][C:16]([C:19](=[O:32])[NH:20][CH:21]([CH2:30][OH:31])[CH2:22][C:23]3[CH:28]=[CH:27][C:26]([Cl:29])=[CH:25][CH:24]=3)=[CH:15][CH:14]=1)[O:8][CH2:7][CH2:6][CH:5]2[C:33]([OH:35])=[O:34].C[O-].[Na+:38]. Product: [Cl:1][C:2]1[CH:3]=[C:4]2[C:9](=[CH:10][C:11]=1[O:12][C:13]1[CH:18]=[CH:17][C:16]([C:19](=[O:32])[NH:20][CH:21]([CH2:30][OH:31])[CH2:22][C:23]3[CH:28]=[CH:27][C:26]([Cl:29])=[CH:25][CH:24]=3)=[CH:15][CH:14]=1)[O:8][CH2:7][CH2:6][CH:5]2[C:33]([O-:35])=[O:34].[Na+:38]. The catalyst class is: 5. (2) Reactant: [Cl:1][C:2]1[C:3]([CH2:49][C:50]2[CH:55]=[CH:54][C:53]([CH2:56][CH3:57])=[CH:52][CH:51]=2)=[CH:4][C:5]([C@H:10]2[C@H:15]([O:16][CH2:17][C:18]3[CH:23]=[CH:22][CH:21]=[CH:20][CH:19]=3)[C@@H:14]([O:24][CH2:25][C:26]3[CH:31]=[CH:30][CH:29]=[CH:28][CH:27]=3)[C@H:13]([O:32][CH2:33][C:34]3[CH:39]=[CH:38][CH:37]=[CH:36][CH:35]=3)[C@@H:12]([CH2:40][O:41][CH2:42][C:43]3[CH:48]=[CH:47][CH:46]=[CH:45][CH:44]=3)[O:11]2)=[C:6]([CH:9]=1)[CH:7]=[O:8].OO.Cl([O-])(=O)(=O)=[O:61].[Na+]. Product: [Cl:1][C:2]1[C:3]([CH2:49][C:50]2[CH:51]=[CH:52][C:53]([CH2:56][CH3:57])=[CH:54][CH:55]=2)=[CH:4][C:5]([C@H:10]2[C@H:15]([O:16][CH2:17][C:18]3[CH:19]=[CH:20][CH:21]=[CH:22][CH:23]=3)[C@@H:14]([O:24][CH2:25][C:26]3[CH:31]=[CH:30][CH:29]=[CH:28][CH:27]=3)[C@H:13]([O:32][CH2:33][C:34]3[CH:39]=[CH:38][CH:37]=[CH:36][CH:35]=3)[C@@H:12]([CH2:40][O:41][CH2:42][C:43]3[CH:44]=[CH:45][CH:46]=[CH:47][CH:48]=3)[O:11]2)=[C:6]([CH:9]=1)[C:7]([OH:61])=[O:8]. The catalyst class is: 664. (3) Reactant: [Br:1][C:2]1[CH:11]=[CH:10][C:9]2[C:4](=[CH:5][CH:6]=[CH:7][CH:8]=2)[CH:3]=1.[C:12](Cl)(=[O:14])[CH3:13].[Al+3].[Cl-].[Cl-].[Cl-]. Product: [Br:1][C:2]1[CH:3]=[C:4]2[C:9](=[CH:10][CH:11]=1)[CH:8]=[C:7]([C:12](=[O:14])[CH3:13])[CH:6]=[CH:5]2. The catalyst class is: 641. (4) Reactant: [CH2:1]=[C:2]([CH2:6][C:7]([N:9]1[CH2:14][CH2:13][O:12][CH2:11][CH2:10]1)=[O:8])[C:3]([OH:5])=[O:4].[CH2:15]([S:19]([OH:21])=[O:20])[CH:16]([CH3:18])[CH3:17].C(#N)C. Product: [CH3:17][CH:16]([CH3:18])[CH2:15][S:19]([CH2:1][CH:2]([CH2:6][C:7]([N:9]1[CH2:10][CH2:11][O:12][CH2:13][CH2:14]1)=[O:8])[C:3]([OH:5])=[O:4])(=[O:21])=[O:20]. The catalyst class is: 11. (5) Reactant: C[O:2][C:3](=[O:31])[CH:4]([C:6]1[CH:11]=[CH:10][C:9]([C:12]#[C:13][C:14]2[CH:23]=[CH:22][C:21]3[CH:20]([N:24]([CH:26]4[CH2:28][CH2:27]4)[CH3:25])[CH2:19][CH2:18][C:17]([CH3:30])([CH3:29])[C:16]=3[CH:15]=2)=[CH:8][CH:7]=1)[CH3:5].[OH-].[Na+].[Cl-].[NH4+]. Product: [CH:26]1([N:24]([CH3:25])[CH:20]2[CH2:19][CH2:18][C:17]([CH3:29])([CH3:30])[C:16]3[CH:15]=[C:14]([C:13]#[C:12][C:9]4[CH:8]=[CH:7][C:6]([CH:4]([CH3:5])[C:3]([OH:31])=[O:2])=[CH:11][CH:10]=4)[CH:23]=[CH:22][C:21]2=3)[CH2:27][CH2:28]1. The catalyst class is: 111.